Dataset: Catalyst prediction with 721,799 reactions and 888 catalyst types from USPTO. Task: Predict which catalyst facilitates the given reaction. (1) Reactant: [C:1]([O:5][C:6]([NH:8][CH2:9][C@H:10]1[CH2:15][CH2:14][C@H:13]([C:16]([NH:18][C@H:19]([C:37]([NH:39][C:40]2[CH:45]=[CH:44][C:43]([C:46]3[NH:50][N:49]=[C:48]([C:51]([F:59])([F:58])[C:52]([C:55]([OH:57])=[O:56])([F:54])[F:53])[N:47]=3)=[CH:42][CH:41]=2)=[O:38])[CH2:20][C:21]2[CH:26]=[CH:25][C:24]([C:27]3[CH:32]=[CH:31][C:30]([C:33](O)=[O:34])=[CH:29][C:28]=3[CH3:36])=[CH:23][CH:22]=2)=[O:17])[CH2:12][CH2:11]1)=[O:7])([CH3:4])([CH3:3])[CH3:2].[CH3:60][N:61]1[CH2:66][CH2:65][CH:64]([CH2:67][NH2:68])[CH2:63][CH2:62]1.C(N(CC)C(C)C)(C)C.F[P-](F)(F)(F)(F)F.CN(C(ON1C2=NC=CC=C2N=N1)=[N+](C)C)C. Product: [C:1]([O:5][C:6]([NH:8][CH2:9][C@H:10]1[CH2:11][CH2:12][C@H:13]([C:16]([NH:18][C@@H:19]([CH2:20][C:21]2[CH:22]=[CH:23][C:24]([C:27]3[CH:32]=[CH:31][C:30]([C:33](=[O:34])[NH:68][CH2:67][CH:64]4[CH2:65][CH2:66][N:61]([CH3:60])[CH2:62][CH2:63]4)=[CH:29][C:28]=3[CH3:36])=[CH:25][CH:26]=2)[C:37]([NH:39][C:40]2[CH:41]=[CH:42][C:43]([C:46]3[NH:47][C:48]([C:51]([F:58])([F:59])[C:52]([F:53])([F:54])[C:55]([OH:57])=[O:56])=[N:49][N:50]=3)=[CH:44][CH:45]=2)=[O:38])=[O:17])[CH2:14][CH2:15]1)=[O:7])([CH3:2])([CH3:3])[CH3:4]. The catalyst class is: 9. (2) Reactant: Cl.[CH3:2][O:3][CH2:4][NH:5][CH2:6][CH2:7][C:8]([C:10]1[S:11][CH:12]=[CH:13][CH:14]=1)=[O:9].[OH-].[Na+].[BH4-].[Na+]. Product: [CH3:2][O:3][CH2:4][NH:5][CH2:6][CH2:7][CH:8]([C:10]1[S:11][CH:12]=[CH:13][CH:14]=1)[OH:9]. The catalyst class is: 24. (3) Product: [C:20]([C:10]1[CH:9]=[C:8]([NH:7][C:5]([NH:26][C:27]2[C:36]3[C:31](=[CH:32][CH:33]=[CH:34][CH:35]=3)[C:30]([C:37]3[O:38][C:39]([CH2:42][N:43]4[CH2:44][CH2:45][O:46][CH2:47][CH2:48]4)=[CH:40][CH:41]=3)=[CH:29][CH:28]=2)=[O:6])[N:12]([C:13]2[CH:18]=[CH:17][C:16]([CH3:19])=[CH:15][CH:14]=2)[N:11]=1)([CH3:21])([CH3:23])[CH3:22]. The catalyst class is: 13. Reactant: ClC(Cl)(Cl)CO[C:5]([NH:7][C:8]1[N:12]([C:13]2[CH:18]=[CH:17][C:16]([CH3:19])=[CH:15][CH:14]=2)[N:11]=[C:10]([C:20]([CH3:23])([CH3:22])[CH3:21])[CH:9]=1)=[O:6].[NH2:26][C:27]1[C:36]2[C:31](=[CH:32][CH:33]=[CH:34][CH:35]=2)[C:30]([C:37]2[O:38][C:39]([CH2:42][N:43]3[CH2:48][CH2:47][O:46][CH2:45][CH2:44]3)=[CH:40][CH:41]=2)=[CH:29][CH:28]=1.C(N(C(C)C)CC)(C)C.CS(C)=O. (4) Reactant: C(OC([NH:8][CH2:9][C:10]1[CH:11]=[C:12]([C:16]2[CH:21]=[C:20]([CH:22]([NH:27]S(C(C)(C)C)=O)[C:23]([F:26])([F:25])[F:24])[CH:19]=[C:18]([CH2:34][O:35][C:36]3[CH:41]=[CH:40][CH:39]=[CH:38][C:37]=3[CH2:42][C:43]([O:45][CH3:46])=[O:44])[CH:17]=2)[CH:13]=[CH:14][CH:15]=1)=O)(C)(C)C.Cl.O1CCOCC1. Product: [NH2:27][CH:22]([C:20]1[CH:19]=[C:18]([CH2:34][O:35][C:36]2[CH:41]=[CH:40][CH:39]=[CH:38][C:37]=2[CH2:42][C:43]([O:45][CH3:46])=[O:44])[CH:17]=[C:16]([C:12]2[CH:13]=[CH:14][CH:15]=[C:10]([CH2:9][NH2:8])[CH:11]=2)[CH:21]=1)[C:23]([F:24])([F:25])[F:26]. The catalyst class is: 5. (5) Reactant: [NH2:1][C:2]1[N:7]=[C:6]([C:8]2[O:9][CH:10]=[CH:11][CH:12]=2)[C:5]([C:13]#[N:14])=[C:4](S(C)=O)[N:3]=1.[NH2:18][CH2:19][CH2:20][NH:21][C:22]1[CH:23]=[CH:24][C:25]([N+:29]([O-:31])=[O:30])=[C:26]([NH2:28])[CH:27]=1. Product: [NH2:1][C:2]1[N:3]=[C:4]([NH:18][CH2:19][CH2:20][NH:21][C:22]2[CH:23]=[CH:24][C:25]([N+:29]([O-:31])=[O:30])=[C:26]([NH2:28])[CH:27]=2)[C:5]([C:13]#[N:14])=[C:6]([C:8]2[O:9][CH:10]=[CH:11][CH:12]=2)[N:7]=1. The catalyst class is: 57.